Dataset: Full USPTO retrosynthesis dataset with 1.9M reactions from patents (1976-2016). Task: Predict the reactants needed to synthesize the given product. (1) Given the product [C:20]1(=[O:24])[C:19]2([CH2:18][CH2:17][C:16](=[O:15])[CH2:26][CH2:25]2)[CH2:23][CH2:22][NH:21]1, predict the reactants needed to synthesize it. The reactants are: C1(C)C=CC(S(O)(=O)=O)=CC=1.O1[C:16]2([CH2:26][CH2:25][C:19]3([CH2:23][CH2:22][NH:21][C:20]3=[O:24])[CH2:18][CH2:17]2)[O:15]CC1.[OH-].[Na+]. (2) The reactants are: [C:1]([O:6][CH2:7][CH2:8][OH:9])(=[O:5])[C:2]([CH3:4])=[CH2:3].C(N(CC)CC)C.[C:17](Cl)(=[O:20])[CH:18]=[CH2:19]. Given the product [C:1]([O:6][CH2:7][CH2:8][O:9][C:17](=[O:20])[CH:18]=[CH2:19])(=[O:5])[C:2]([CH3:4])=[CH2:3], predict the reactants needed to synthesize it. (3) Given the product [CH3:17][CH2:16][O:18][C:19]([CH:21]1[CH2:26][N:25]([C:9]([O:11][C:12]([CH3:13])([CH3:14])[CH3:15])=[O:10])[C:24]2[CH:27]=[C:28]([Cl:39])[C:29]([O:31][CH2:32][C:33]3[CH:38]=[CH:37][CH:36]=[CH:35][CH:34]=3)=[CH:30][C:23]=2[O:22]1)=[O:20], predict the reactants needed to synthesize it. The reactants are: [CH3:13][C:12]([O:11][C:9](O[C:9]([O:11][C:12]([CH3:15])([CH3:14])[CH3:13])=[O:10])=[O:10])([CH3:15])[CH3:14].[CH2:16]([O:18][C:19]([CH:21]1[CH2:26][NH:25][C:24]2[CH:27]=[C:28]([Cl:39])[C:29]([O:31][CH2:32][C:33]3[CH:38]=[CH:37][CH:36]=[CH:35][CH:34]=3)=[CH:30][C:23]=2[O:22]1)=[O:20])[CH3:17]. (4) Given the product [NH:1]1[C:9]2[C:4](=[CH:5][CH:6]=[CH:7][CH:8]=2)[C:3]([CH2:10][NH:11][C:19](=[O:22])[CH2:20][CH3:21])=[CH:2]1, predict the reactants needed to synthesize it. The reactants are: [NH:1]1[C:9]2[C:4](=[CH:5][CH:6]=[CH:7][CH:8]=2)[C:3]([CH2:10][NH2:11])=[CH:2]1.CCN(CC)CC.[C:19](Cl)(=[O:22])[CH2:20][CH3:21]. (5) Given the product [N:1]1[CH:6]=[CH:5][CH:4]=[CH:3][C:2]=1[C:7]1[O:8][C:9]2[CH2:10][N:11]([C:17]3[N:24]=[CH:23][CH:22]=[CH:21][C:18]=3[C:19]#[N:20])[CH2:12][CH2:13][C:14]=2[N:15]=1, predict the reactants needed to synthesize it. The reactants are: [N:1]1[CH:6]=[CH:5][CH:4]=[CH:3][C:2]=1[C:7]1[O:8][C:9]2[CH2:10][NH:11][CH2:12][CH2:13][C:14]=2[N:15]=1.Cl[C:17]1[N:24]=[CH:23][CH:22]=[CH:21][C:18]=1[C:19]#[N:20].CCN(C(C)C)C(C)C.O.